This data is from Reaction yield outcomes from USPTO patents with 853,638 reactions. The task is: Predict the reaction yield, written as a fraction of the theoretical maximum amount of product (1.0 means a 100% yield; for example, 0.34 means a 34% yield). (1) The yield is 0.470. The product is [CH3:2][O:3][C:4]([C:6]1([NH:12][C:19]([C:15]2[S:16][CH:17]=[CH:18][C:14]=2[CH3:13])=[O:20])[CH2:7][CH2:8][CH2:9][CH2:10][CH2:11]1)=[O:5]. No catalyst specified. The reactants are Cl.[CH3:2][O:3][C:4]([C:6]1([NH2:12])[CH2:11][CH2:10][CH2:9][CH2:8][CH2:7]1)=[O:5].[CH3:13][C:14]1[CH:18]=[CH:17][S:16][C:15]=1[C:19](Cl)=[O:20]. (2) The reactants are Cl.[CH3:2][O:3][C:4]1[CH:9]=[CH:8][CH:7]=[CH:6][C:5]=1[N:10]1[CH2:15][CH2:14][N:13]([CH:16]([CH3:29])[C:17]([C:19]2[CH:28]=[CH:27][C:22]3[NH:23][C:24](=[O:26])[NH:25][C:21]=3[CH:20]=2)=[O:18])[CH2:12][CH2:11]1.[BH4-].[Na+].Cl. The catalyst is CO. The product is [OH:18][CH:17]([C:19]1[CH:28]=[CH:27][C:22]2[NH:23][C:24](=[O:26])[NH:25][C:21]=2[CH:20]=1)[CH:16]([N:13]1[CH2:14][CH2:15][N:10]([C:5]2[CH:6]=[CH:7][CH:8]=[CH:9][C:4]=2[O:3][CH3:2])[CH2:11][CH2:12]1)[CH3:29]. The yield is 0.340. (3) The reactants are COC1C=CC(C[NH:8][C:9]2[C:18]3[CH2:17][CH2:16][O:15][C:14]4[CH:19]=[C:20]([N:23]5[CH2:27][C@H:26]([CH2:28][NH:29][C:30](=[O:32])[CH3:31])[O:25][C:24]5=[O:33])[CH:21]=[CH:22][C:13]=4[C:12]=3[NH:11][N:10]=2)=CC=1.C([SiH](CC)CC)C.FC(F)(F)C(O)=O. The catalyst is ClCCl. The product is [NH2:8][C:9]1[C:18]2[CH2:17][CH2:16][O:15][C:14]3[CH:19]=[C:20]([N:23]4[CH2:27][C@H:26]([CH2:28][NH:29][C:30](=[O:32])[CH3:31])[O:25][C:24]4=[O:33])[CH:21]=[CH:22][C:13]=3[C:12]=2[NH:11][N:10]=1. The yield is 0.800. (4) The reactants are [F:1][C:2]1[CH:24]=[C:23]([F:25])[CH:22]=[CH:21][C:3]=1[O:4][C:5]1[CH:6]=[C:7]2[C:11](=[CH:12][C:13]=1[C:14](O)=[O:15])[N:10]([CH2:17][CH:18]([CH3:20])[CH3:19])[N:9]=[CH:8]2.C1C=CC2N(O)N=[N:32]C=2C=1.CCN=C=NCCCN(C)C.Cl.[CH3:48][O:49][C:50]1[CH:74]=[CH:73][C:53]([CH2:54][N:55]([CH:70]([CH3:72])[CH3:71])[CH2:56][CH2:57][C@H:58]([C:63]([O:65][C:66](C)(C)C)=[O:64])C(OC)=O)=[CH:52][CH:51]=1.C(N(CC)CC)C. The yield is 0.890. The product is [CH3:48][O:49][C:50]1[CH:51]=[CH:52][C:53]([CH2:54][N:55]([CH:70]([CH3:71])[CH3:72])[CH2:56][CH2:57][C@H:58]([NH:32][C:14]([C:13]2[CH:12]=[C:11]3[C:7]([CH:8]=[N:9][N:10]3[CH2:17][CH:18]([CH3:20])[CH3:19])=[CH:6][C:5]=2[O:4][C:3]2[CH:21]=[CH:22][C:23]([F:25])=[CH:24][C:2]=2[F:1])=[O:15])[C:63]([O:65][CH3:66])=[O:64])=[CH:73][CH:74]=1. The catalyst is ClC(Cl)C.ClCCl.